This data is from Reaction yield outcomes from USPTO patents with 853,638 reactions. The task is: Predict the reaction yield, written as a fraction of the theoretical maximum amount of product (1.0 means a 100% yield; for example, 0.34 means a 34% yield). (1) The reactants are C1(P(C2C=CC=CC=2)C2C=CC=CC=2)C=CC=CC=1.BrN1C(=O)CCC1=O.[CH:28]1([CH2:33][CH:34]([C:38]2[CH:43]=[CH:42][C:41]([S:44]([CH3:47])(=[O:46])=[O:45])=[C:40]([N+:48]([O-:50])=[O:49])[CH:39]=2)[C:35]([OH:37])=O)[CH2:32][CH2:31][CH2:30][CH2:29]1.[NH2:51][C:52]1[S:53][CH:54]=[CH:55][N:56]=1. The catalyst is C(Cl)Cl. The product is [CH:28]1([CH2:33][CH:34]([C:38]2[CH:43]=[CH:42][C:41]([S:44]([CH3:47])(=[O:45])=[O:46])=[C:40]([N+:48]([O-:50])=[O:49])[CH:39]=2)[C:35]([NH:51][C:52]2[S:53][CH:54]=[CH:55][N:56]=2)=[O:37])[CH2:32][CH2:31][CH2:30][CH2:29]1. The yield is 0.520. (2) The reactants are [CH:1]1([N:6]2[C:11]3[N:12]=[C:13]([S:16][CH3:17])[N:14]=[CH:15][C:10]=3[CH:9]=[C:8]([CH2:18][O:19][CH3:20])[C:7]2=[O:21])[CH2:5][CH2:4][CH2:3][CH2:2]1.C1(S(N2C(C3C=CC=CC=3)O2)(=O)=[O:29])C=CC=CC=1. The catalyst is ClCCl. The product is [CH:1]1([N:6]2[C:11]3[N:12]=[C:13]([S:16]([CH3:17])=[O:29])[N:14]=[CH:15][C:10]=3[CH:9]=[C:8]([CH2:18][O:19][CH3:20])[C:7]2=[O:21])[CH2:2][CH2:3][CH2:4][CH2:5]1. The yield is 0.537. (3) The reactants are Br[C:2]1[CH:3]=[CH:4][CH:5]=[C:6]2[C:10]=1[NH:9][C:8](=[O:11])[CH2:7]2.CC1(C)C(C)(C)OB([C:20]2[CH:21]=[C:22]3[C:27](=[CH:28][CH:29]=2)[CH:26]=[C:25]([NH:30][C:31]([C:33]2[CH:37]=[CH:36][S:35][CH:34]=2)=[O:32])[CH:24]=[CH:23]3)O1.C([O-])([O-])=O.[K+].[K+].O1CCOCC1. The catalyst is [Pd].O. The product is [O:11]=[C:8]1[CH2:7][C:6]2[C:10](=[C:2]([C:20]3[CH:21]=[C:22]4[C:27](=[CH:28][CH:29]=3)[CH:26]=[C:25]([NH:30][C:31]([C:33]3[CH:37]=[CH:36][S:35][CH:34]=3)=[O:32])[CH:24]=[CH:23]4)[CH:3]=[CH:4][CH:5]=2)[NH:9]1. The yield is 0.240. (4) The reactants are [C:1]1([S:7][C:8]2[CH:13]=[CH:12][C:11]([CH2:14][CH2:15][CH2:16][C:17]([OH:19])=O)=[CH:10][CH:9]=2)[CH:6]=[CH:5][CH:4]=[CH:3][CH:2]=1.C(Cl)(=O)C(Cl)=O.[Cl-].[Cl-].[Cl-].[Al+3]. The catalyst is O1CCCC1.CN(C=O)C. The product is [C:1]1([S:7][C:8]2[CH:9]=[C:10]3[C:11]([CH2:14][CH2:15][CH2:16][C:17]3=[O:19])=[CH:12][CH:13]=2)[CH:2]=[CH:3][CH:4]=[CH:5][CH:6]=1. The yield is 0.555.